From a dataset of Reaction yield outcomes from USPTO patents with 853,638 reactions. Predict the reaction yield, written as a fraction of the theoretical maximum amount of product (1.0 means a 100% yield; for example, 0.34 means a 34% yield). (1) The reactants are [CH3:1][C:2]1[CH:7]=[CH:6][N:5]=[CH:4][C:3]=1[N:8]1[CH2:12][CH2:11][NH:10][C:9]1=[O:13].[C:14]([O:18][C:19]([N:21]1[CH2:26][CH2:25][C:24]2[CH:27]=[C:28](Br)[S:29][C:23]=2[CH2:22]1)=[O:20])([CH3:17])([CH3:16])[CH3:15].N[C@@H]1CCCC[C@H]1N.P([O-])([O-])([O-])=O.[K+].[K+].[K+]. The catalyst is [Cu](I)I.O1CCOCC1. The product is [C:14]([O:18][C:19]([N:21]1[CH2:26][CH2:25][C:24]2[CH:27]=[C:28]([N:10]3[CH2:11][CH2:12][N:8]([C:3]4[CH:4]=[N:5][CH:6]=[CH:7][C:2]=4[CH3:1])[C:9]3=[O:13])[S:29][C:23]=2[CH2:22]1)=[O:20])([CH3:17])([CH3:15])[CH3:16]. The yield is 0.600. (2) The reactants are [N+:1]([C:4]1[C:9]2[CH:10]=[CH:11][O:12][C:8]=2[C:7]([CH2:13][C:14]#[N:15])=[CH:6][CH:5]=1)([O-])=O.[C:16](OC(=O)C)(=[O:18])[CH3:17].O1CCCC1.[H][H]. The catalyst is [Pd].C(OCC)(=O)C. The product is [C:14]([CH2:13][C:7]1[C:8]2[O:12][CH:11]=[CH:10][C:9]=2[C:4]([NH:1][C:16](=[O:18])[CH3:17])=[CH:5][CH:6]=1)#[N:15]. The yield is 0.670. (3) The reactants are [F:1][C:2]1[CH:26]=[C:25]([F:27])[CH:24]=[CH:23][C:3]=1[CH2:4][C@H:5]1[CH2:10][C@@H:9]([C:11](=[O:18])[CH2:12][C:13](OCC)=[O:14])[CH2:8][CH2:7][N:6]1[C:19]([O:21][CH3:22])=[O:20].[OH-].[Na+].[NH2:30]O.Cl. The yield is 0.720. The product is [F:1][C:2]1[CH:26]=[C:25]([F:27])[CH:24]=[CH:23][C:3]=1[CH2:4][C@H:5]1[CH2:10][C@@H:9]([C:11]2[O:18][NH:30][C:13](=[O:14])[CH:12]=2)[CH2:8][CH2:7][N:6]1[C:19]([O:21][CH3:22])=[O:20]. The catalyst is CO.O. (4) The reactants are [CH3:1][C:2]1[CH:7]=[C:6]([O:8][C:9]2[CH:14]=[CH:13][C:12]([NH2:15])=[CH:11][CH:10]=2)[CH:5]=[CH:4][N:3]=1.[NH2:16][C:17]1[N:22]=[C:21](Cl)[CH:20]=[C:19]([Cl:24])[N:18]=1.Cl. The catalyst is O.CC(O)C. The product is [Cl:24][C:19]1[N:18]=[C:17]([NH2:16])[N:22]=[C:21]([NH:15][C:12]2[CH:13]=[CH:14][C:9]([O:8][C:6]3[CH:5]=[CH:4][N:3]=[C:2]([CH3:1])[CH:7]=3)=[CH:10][CH:11]=2)[CH:20]=1. The yield is 0.640. (5) The reactants are [H-].[Na+].[F:3][C:4]([F:11])([C:7]([F:10])([F:9])[F:8])[CH2:5][OH:6].Cl[C:13]1[CH:22]=[CH:21][C:16]([C:17]([O:19][CH3:20])=[O:18])=[CH:15][N:14]=1.[OH-].[Na+]. The catalyst is CC(N(C)C)=O. The product is [F:3][C:4]([F:11])([C:7]([F:10])([F:9])[F:8])[CH2:5][O:6][C:13]1[CH:22]=[CH:21][C:16]([C:17]([O:19][CH3:20])=[O:18])=[CH:15][N:14]=1. The yield is 0.340. (6) No catalyst specified. The reactants are [Cl:1][C:2]1[CH:18]=[CH:17][C:5]2[N:6]3[CH:11]=[C:10]([C:12](OCC)=[O:13])[N:9]=[C:7]3[S:8][C:4]=2[CH:3]=1.[H-].[H-].[H-].[H-].[Li+].[Al+3]. The yield is 0.720. The product is [Cl:1][C:2]1[CH:18]=[CH:17][C:5]2[N:6]3[CH:11]=[C:10]([CH2:12][OH:13])[N:9]=[C:7]3[S:8][C:4]=2[CH:3]=1. (7) The reactants are Cl[S:2]([C:5]1[C:10]2[NH:11][C:12](=[O:14])[NH:13][C:9]=2[CH:8]=[C:7]([C:15]([OH:17])=[O:16])[CH:6]=1)(=O)=O.O1CCCC1.C1(P(C2C=CC=CC=2)C2C=CC=CC=2)C=CC=CC=1.[OH-].[Na+]. The catalyst is O. The product is [SH:2][C:5]1[C:10]2[NH:11][C:12](=[O:14])[NH:13][C:9]=2[CH:8]=[C:7]([C:15]([OH:17])=[O:16])[CH:6]=1. The yield is 0.790. (8) The reactants are [N+:1]([C:4]1[CH:5]=[C:6]([CH:13]=[C:14]([C:16]([F:19])([F:18])[F:17])[CH:15]=1)[CH2:7]CS([O-])(=O)=O)([O-:3])=[O:2].[N:20]1([CH2:26][CH2:27][NH2:28])[CH2:25][CH2:24][CH2:23][CH2:22][CH2:21]1. The catalyst is C(#N)C. The product is [N+:1]([C:4]1[CH:5]=[C:6]([CH:13]=[C:14]([C:16]([F:17])([F:18])[F:19])[CH:15]=1)[CH2:7][NH:28][CH2:27][CH2:26][N:20]1[CH2:25][CH2:24][CH2:23][CH2:22][CH2:21]1)([O-:3])=[O:2]. The yield is 0.814. (9) The reactants are [CH3:1][C:2]1[CH:3]=[CH:4][C:5]([N+:9]([O-:11])=[O:10])=[C:6]([OH:8])[CH:7]=1.C(=O)([O-])[O-].[K+].[K+].C[CH2:19][O:20][CH2:21][CH3:22]. The catalyst is CN(C=O)C.C(C1OC1)Br. The product is [CH3:1][C:2]1[CH:3]=[CH:4][C:5]([N+:9]([O-:11])=[O:10])=[C:6]([CH:7]=1)[O:8][CH2:22][CH:21]1[CH2:19][O:20]1. The yield is 0.830.